Dataset: Catalyst prediction with 721,799 reactions and 888 catalyst types from USPTO. Task: Predict which catalyst facilitates the given reaction. (1) Reactant: F[C:2]1[N:7]=[CH:6][C:5]([C:8]2[CH:9]=[N:10][NH:11][C:12]=2[NH2:13])=[CH:4][CH:3]=1.[NH:14]1[CH2:19][CH2:18][O:17][CH2:16][CH2:15]1. Product: [O:17]1[CH2:18][CH2:19][N:14]([C:2]2[N:7]=[CH:6][C:5]([C:8]3[CH:9]=[N:10][NH:11][C:12]=3[NH2:13])=[CH:4][CH:3]=2)[CH2:15][CH2:16]1. The catalyst class is: 16. (2) Product: [OH:2][CH2:3][C@H:4]([NH:15][C:16]([C:18]1[C:26]2[O:25][CH:24]([CH:27]=[CH2:28])[CH2:23][C:22]=2[CH:21]=[C:20]([C:29]2[CH:34]=[CH:33][C:32]([O:35][CH3:36])=[C:31]([O:37][CH3:38])[CH:30]=2)[CH:19]=1)=[O:17])[CH2:5][C:6]1[C:14]2[C:9](=[CH:10][CH:11]=[CH:12][CH:13]=2)[NH:8][CH:7]=1. Reactant: C[O:2][C:3](=O)[C@H:4]([NH:15][C:16]([C:18]1[C:26]2[O:25][CH:24]([CH:27]=[CH2:28])[CH2:23][C:22]=2[CH:21]=[C:20]([C:29]2[CH:34]=[CH:33][C:32]([O:35][CH3:36])=[C:31]([O:37][CH3:38])[CH:30]=2)[CH:19]=1)=[O:17])[CH2:5][C:6]1[C:14]2[C:9](=[CH:10][CH:11]=[CH:12][CH:13]=2)[NH:8][CH:7]=1.[BH4-].[Li+]. The catalyst class is: 1. (3) Product: [Cl:1][C:2]1[C:3]([O:12][C:13]2[CH:18]=[C:17]([O:19][CH:20]([CH2:21][O:22][CH2:23][CH3:24])[CH2:25][O:26][CH2:27][CH3:28])[CH:16]=[CH:15][C:14]=2/[CH:29]=[CH:30]/[C:31]([OH:33])=[O:32])=[N:4][CH:5]=[C:6]([C:8]([F:9])([F:10])[F:11])[CH:7]=1. Reactant: [Cl:1][C:2]1[C:3]([O:12][C:13]2[CH:18]=[C:17]([O:19][CH:20]([CH2:25][O:26][CH2:27][CH3:28])[CH2:21][O:22][CH2:23][CH3:24])[CH:16]=[CH:15][C:14]=2/[CH:29]=[CH:30]/[C:31]([O:33]CC)=[O:32])=[N:4][CH:5]=[C:6]([C:8]([F:11])([F:10])[F:9])[CH:7]=1.[OH-].[Na+].O1CCCC1. The catalyst class is: 8. (4) Product: [C:51]([O-:53])(=[O:52])[CH3:50].[NH4+:6].[Cl:45][C:46]1[CH:47]=[CH:48][C:49]([O:55][CH3:56])=[C:50]([CH:54]=1)[C:51](/[N:15]=[C:7]1\[S:8][C:9]2[CH2:14][O:13][CH2:12][CH2:11][C:10]=2[N:6]\1[CH2:5][CH2:4][O:3][CH3:2])=[O:52]. Reactant: Br.[CH3:2][O:3][CH2:4][CH2:5][N:6]1[C:10]2[CH2:11][CH2:12][O:13][CH2:14][C:9]=2[S:8][C:7]1=[NH:15].CCN=C=NCCCN(C)C.Cl.ON1C2C=CC=CC=2N=N1.C(N(CC)CC)C.[Cl:45][C:46]1[CH:47]=[CH:48][C:49]([O:55][CH3:56])=[C:50]([CH:54]=1)[C:51]([OH:53])=[O:52]. The catalyst class is: 54. (5) Reactant: [CH3:1][S:2]([C:5]1[CH:13]=[CH:12][C:8]([C:9]([OH:11])=O)=[CH:7][CH:6]=1)(=[O:4])=[O:3].C1N=CN(C(N2C=NC=C2)=O)C=1.CS(O)(=O)=O.[NH2:31][CH2:32][C:33]1[CH:34]=[C:35]2[C:39](=[CH:40][CH:41]=1)[C:38](=[O:42])[N:37]([CH:43]1[CH2:48][CH2:47][C:46](=[O:49])[NH:45][C:44]1=[O:50])[CH2:36]2. Product: [O:50]=[C:44]1[CH:43]([N:37]2[CH2:36][C:35]3[C:39](=[CH:40][CH:41]=[C:33]([CH2:32][NH:31][C:9](=[O:11])[C:8]4[CH:7]=[CH:6][C:5]([S:2]([CH3:1])(=[O:3])=[O:4])=[CH:13][CH:12]=4)[CH:34]=3)[C:38]2=[O:42])[CH2:48][CH2:47][C:46](=[O:49])[NH:45]1. The catalyst class is: 3. (6) Reactant: Cl.C(OC(=O)[NH:8][C:9]1[C:14]([CH:15]=[O:16])=[CH:13][CH:12]=[C:11]([N:17]2[CH2:22][CH2:21][N:20]([CH3:23])[CH2:19][CH2:18]2)[N:10]=1)(C)(C)C.CO.ClCCl. Product: [NH2:8][C:9]1[C:14]([CH:15]=[O:16])=[CH:13][CH:12]=[C:11]([N:17]2[CH2:18][CH2:19][N:20]([CH3:23])[CH2:21][CH2:22]2)[N:10]=1. The catalyst class is: 12. (7) Reactant: C([Li])CCC.Br[C:7]1[CH:16]=[CH:15][C:14]2[C:9](=[CH:10][CH:11]=[C:12]([O:17][CH3:18])[CH:13]=2)[CH:8]=1.[I:19]I.O. Product: [I:19][C:7]1[CH:16]=[CH:15][C:14]2[C:9](=[CH:10][CH:11]=[C:12]([O:17][CH3:18])[CH:13]=2)[CH:8]=1. The catalyst class is: 1.